This data is from Catalyst prediction with 721,799 reactions and 888 catalyst types from USPTO. The task is: Predict which catalyst facilitates the given reaction. Reactant: [F:1][C:2]1([F:14])[O:6][C:5]2[CH:7]=[CH:8][C:9]([CH2:11][C:12]#[N:13])=[CH:10][C:4]=2[O:3]1.Br[CH2:16][CH2:17]Cl. Product: [F:14][C:2]1([F:1])[O:6][C:5]2[CH:7]=[CH:8][C:9]([C:11]3([C:12]#[N:13])[CH2:17][CH2:16]3)=[CH:10][C:4]=2[O:3]1. The catalyst class is: 689.